This data is from Reaction yield outcomes from USPTO patents with 853,638 reactions. The task is: Predict the reaction yield, written as a fraction of the theoretical maximum amount of product (1.0 means a 100% yield; for example, 0.34 means a 34% yield). The reactants are [F:1][C:2]1[CH:7]=[C:6]([N+:8]([O-])=O)[CH:5]=[C:4]([F:11])[C:3]=1[Si:12]([CH3:15])([CH3:14])[CH3:13]. The catalyst is CO.[C].[Pd]. The product is [F:1][C:2]1[CH:7]=[C:6]([CH:5]=[C:4]([F:11])[C:3]=1[Si:12]([CH3:14])([CH3:13])[CH3:15])[NH2:8]. The yield is 0.820.